From a dataset of Full USPTO retrosynthesis dataset with 1.9M reactions from patents (1976-2016). Predict the reactants needed to synthesize the given product. Given the product [O:1]([C:8]1[CH:16]=[CH:15][C:14]([I:47])=[C:13]2[C:9]=1[CH:10]([OH:27])[N:11]([C:18]([CH3:19])([C:20]1[CH:21]=[CH:22][CH:23]=[CH:24][CH:25]=1)[CH3:26])[C:12]2=[O:17])[C:2]1[CH:3]=[CH:4][CH:5]=[CH:6][CH:7]=1, predict the reactants needed to synthesize it. The reactants are: [O:1]([C:8]1[CH:16]=[CH:15][CH:14]=[C:13]2[C:9]=1[CH:10]([OH:27])[N:11]([C:18]([CH3:26])([C:20]1[CH:25]=[CH:24][CH:23]=[CH:22][CH:21]=1)[CH3:19])[C:12]2=[O:17])[C:2]1[CH:7]=[CH:6][CH:5]=[CH:4][CH:3]=1.CN(CCN(C)C)C.C([Li])(CC)C.CCCCCC.[I:47]I.